This data is from Forward reaction prediction with 1.9M reactions from USPTO patents (1976-2016). The task is: Predict the product of the given reaction. (1) Given the reactants [OH:1][C:2]1[CH:3]=[C:4]([CH:16]=[CH:17][CH:18]=1)[O:5][C:6]1[CH:7]=[C:8]([C:14]#[N:15])[CH:9]=[C:10]([CH:13]=1)[C:11]#[N:12].C(=O)([O-])[O-].[K+].[K+].F[C:26]1[CH:35]=[CH:34][CH:33]=[CH:32][C:27]=1[C:28]([O:30][CH3:31])=[O:29], predict the reaction product. The product is: [CH3:31][O:30][C:28](=[O:29])[C:27]1[CH:32]=[CH:33][CH:34]=[CH:35][C:26]=1[O:1][C:2]1[CH:18]=[CH:17][CH:16]=[C:4]([O:5][C:6]2[CH:13]=[C:10]([C:11]#[N:12])[CH:9]=[C:8]([C:14]#[N:15])[CH:7]=2)[CH:3]=1. (2) Given the reactants [N+:1]([C:4]1[CH:9]=[CH:8][CH:7]=[CH:6][C:5]=1[CH2:10][CH:11]=O)([O-:3])=[O:2].Cl.[CH3:14][O:15][C:16]([C@H:18]1[CH2:23][CH2:22][C@H:21]([CH2:24][NH2:25])[CH2:20][CH2:19]1)=[O:17].C(O[BH-](OC(=O)C)OC(=O)C)(=O)C.[Na+].Cl, predict the reaction product. The product is: [CH3:14][O:15][C:16]([C@H:18]1[CH2:23][CH2:22][C@H:21]([CH2:24][NH:25][CH2:11][CH2:10][C:5]2[CH:6]=[CH:7][CH:8]=[CH:9][C:4]=2[N+:1]([O-:3])=[O:2])[CH2:20][CH2:19]1)=[O:17]. (3) The product is: [CH2:11]([O:10][C:8]([N:7]1[C@H:2]([CH3:1])[CH2:3][CH2:4][C@H:5]([C:18]([OH:20])=[O:19])[CH2:6]1)=[O:9])[C:12]1[CH:13]=[CH:14][CH:15]=[CH:16][CH:17]=1. Given the reactants [CH3:1][C@H:2]1[N:7]([C:8]([O:10][CH2:11][C:12]2[CH:17]=[CH:16][CH:15]=[CH:14][CH:13]=2)=[O:9])[CH2:6][C@@H:5]([C:18]([O:20]C)=[O:19])[CH2:4][CH2:3]1.[Li+].[OH-].O, predict the reaction product.